This data is from Full USPTO retrosynthesis dataset with 1.9M reactions from patents (1976-2016). The task is: Predict the reactants needed to synthesize the given product. (1) Given the product [CH:1]1([C:4]2[CH:5]=[CH:6][C:7]([C:18]([NH:22][C:23]([CH2:29][CH3:30])([CH2:31][CH3:32])[C:24]([O:26][CH2:27][CH3:28])=[O:25])=[O:20])=[N:8][C:9]=2[CH2:10][C:11]2[CH:12]=[CH:13][C:14]([F:17])=[CH:15][CH:16]=2)[CH2:2][CH2:3]1, predict the reactants needed to synthesize it. The reactants are: [CH:1]1([C:4]2[CH:5]=[CH:6][C:7]([C:18]([OH:20])=O)=[N:8][C:9]=2[CH2:10][C:11]2[CH:16]=[CH:15][C:14]([F:17])=[CH:13][CH:12]=2)[CH2:3][CH2:2]1.Cl.[NH2:22][C:23]([CH2:31][CH3:32])([CH2:29][CH3:30])[C:24]([O:26][CH2:27][CH3:28])=[O:25]. (2) Given the product [NH2:8][C:7]1[N:6]2[N:25]=[CH:26][C:27]([C:28]3[CH:29]=[N:30][C:31]4[C:36]([CH:37]=3)=[CH:35][CH:34]=[CH:33][CH:32]=4)=[C:5]2[N:4]=[C:3]([N:38]2[CH2:39][CH2:40][O:41][CH2:42][CH2:43]2)[C:2]=1[C:49](=[O:51])[CH3:50], predict the reactants needed to synthesize it. The reactants are: Br[C:2]1[C:3]([N:38]2[CH2:43][CH2:42][O:41][CH2:40][CH2:39]2)=[N:4][C:5]2[N:6]([N:25]=[CH:26][C:27]=2[C:28]2[CH:29]=[N:30][C:31]3[C:36]([CH:37]=2)=[CH:35][CH:34]=[CH:33][CH:32]=3)[C:7]=1[N:8](COCC[Si](C)(C)C)COCC[Si](C)(C)C.C([Sn](CCCC)(CCCC)[C:49]([O:51]CC)=[CH2:50])CCC. (3) The reactants are: C([O:3][P:4]([CH2:9][CH2:10][O:11][CH2:12][CH2:13][O:14][CH2:15][CH2:16][O:17][CH2:18][CH2:19][NH:20][C:21](=[O:67])[C@@H:22]([NH:56]C(OCC1C=CC=CC=1)=O)[CH2:23][S:24][CH2:25][C@H:26]([O:42][C:43](=[O:55])[NH:44][CH2:45][CH2:46][CH2:47][CH2:48][CH2:49][CH2:50][CH2:51][CH2:52][CH2:53][CH3:54])[CH2:27][O:28][C:29](=[O:41])[NH:30][CH2:31][CH2:32][CH2:33][CH2:34][CH2:35][CH2:36][CH2:37][CH2:38][CH2:39][CH3:40])(=[O:8])[O:5]CC)C.C[Si](Br)(C)C. Given the product [NH2:56][C@@H:22]([CH2:23][S:24][CH2:25][C@H:26]([O:42][C:43](=[O:55])[NH:44][CH2:45][CH2:46][CH2:47][CH2:48][CH2:49][CH2:50][CH2:51][CH2:52][CH2:53][CH3:54])[CH2:27][O:28][C:29](=[O:41])[NH:30][CH2:31][CH2:32][CH2:33][CH2:34][CH2:35][CH2:36][CH2:37][CH2:38][CH2:39][CH3:40])[C:21](=[O:67])[NH:20][CH2:19][CH2:18][O:17][CH2:16][CH2:15][O:14][CH2:13][CH2:12][O:11][CH2:10][CH2:9][P:4](=[O:3])([OH:5])[OH:8], predict the reactants needed to synthesize it. (4) Given the product [CH2:6]([C:14]1[S:18][C:17]([C:19]2[S:20][C:21]([C:39]3[C:44]4=[N:45][S:46][N:47]=[C:43]4[C:42]([C:48]4[S:49][CH:50]=[CH:51][CH:52]=4)=[C:41]([O:53][CH2:54][CH2:55][CH2:56][CH2:57][CH2:58][CH2:59][CH2:60][CH3:61])[C:40]=3[O:62][CH2:63][CH2:64][CH2:65][CH2:66][CH2:67][CH2:68][CH2:69][CH3:70])=[CH:22][CH:23]=2)=[CH:16][CH:15]=1)[CH2:7][CH2:8][CH2:9][CH2:10][CH2:11][CH2:12][CH3:13], predict the reactants needed to synthesize it. The reactants are: C([Li])CCC.[CH2:6]([C:14]1[S:18][C:17]([C:19]2[S:20][CH:21]=[CH:22][CH:23]=2)=[CH:16][CH:15]=1)[CH2:7][CH2:8][CH2:9][CH2:10][CH2:11][CH2:12][CH3:13].C([Sn](Cl)(CCCC)CCCC)CCC.Br[C:39]1[C:44]2=[N:45][S:46][N:47]=[C:43]2[C:42]([C:48]2[S:49][CH:50]=[CH:51][CH:52]=2)=[C:41]([O:53][CH2:54][CH2:55][CH2:56][CH2:57][CH2:58][CH2:59][CH2:60][CH3:61])[C:40]=1[O:62][CH2:63][CH2:64][CH2:65][CH2:66][CH2:67][CH2:68][CH2:69][CH3:70]. (5) Given the product [OH-:23].[CH2:2]([N+:15]1([CH3:21])[CH2:20][CH2:19][CH2:18][CH2:17][CH2:16]1)[CH2:3][CH2:4][CH2:5][CH2:6][CH2:7][N+:8]1([CH3:14])[CH2:9][CH2:10][CH2:11][CH2:12][CH2:13]1.[OH-:23], predict the reactants needed to synthesize it. The reactants are: [Br-].[CH2:2]([N+:15]1([CH3:21])[CH2:20][CH2:19][CH2:18][CH2:17][CH2:16]1)[CH2:3][CH2:4][CH2:5][CH2:6][CH2:7][N+:8]1([CH3:14])[CH2:13][CH2:12][CH2:11][CH2:10][CH2:9]1.[Br-].[OH-:23]. (6) The reactants are: Cl[C:2]1[N:7]=[C:6](Cl)[CH:5]=[C:4]([CH3:9])[N:3]=1.[NH:10]1[CH2:15][CH2:14][O:13][CH2:12][CH2:11]1.O.[NH2:17][NH2:18]. Given the product [NH:17]([C:2]1[N:7]=[C:6]([N:10]2[CH2:15][CH2:14][O:13][CH2:12][CH2:11]2)[CH:5]=[C:4]([CH3:9])[N:3]=1)[NH2:18], predict the reactants needed to synthesize it. (7) Given the product [CH3:1][O:2][C:3]1[CH:8]=[CH:7][CH:6]=[CH:5][C:4]=1[S:9][C:10]1[CH:15]=[CH:14][C:13](/[CH:16]=[CH:17]/[C:18]([N:26]2[CH2:27][CH2:28][CH:29]([C:30]([O:32][CH2:33][CH3:34])=[O:31])[CH2:35][CH2:36]2)=[O:19])=[C:12]([C:21]([F:23])([F:22])[F:24])[C:11]=1[Cl:25], predict the reactants needed to synthesize it. The reactants are: [CH3:1][O:2][C:3]1[CH:8]=[CH:7][CH:6]=[CH:5][C:4]=1[S:9][C:10]1[CH:15]=[CH:14][C:13](/[CH:16]=[CH:17]/[C:18](O)=[O:19])=[C:12]([C:21]([F:24])([F:23])[F:22])[C:11]=1[Cl:25].[NH:26]1[CH2:36][CH2:35][CH:29]([C:30]([O:32][CH2:33][CH3:34])=[O:31])[CH2:28][CH2:27]1.CCN(C(C)C)C(C)C.